This data is from Full USPTO retrosynthesis dataset with 1.9M reactions from patents (1976-2016). The task is: Predict the reactants needed to synthesize the given product. (1) Given the product [Cl:1][C:2]1[CH:7]=[CH:6][C:5]([C:8]2[N:12]([C:13]3[CH:18]=[CH:17][CH:16]=[CH:15][CH:14]=3)[N:11]=[C:10]([CH2:19][CH2:20][CH2:21][N:32]3[CH2:33][CH2:34][N:29]([C:23]4[CH:28]=[CH:27][CH:26]=[CH:25][CH:24]=4)[CH2:30][CH2:31]3)[CH:9]=2)=[CH:4][CH:3]=1, predict the reactants needed to synthesize it. The reactants are: [Cl:1][C:2]1[CH:7]=[CH:6][C:5]([C:8]2[N:12]([C:13]3[CH:18]=[CH:17][CH:16]=[CH:15][CH:14]=3)[N:11]=[C:10]([CH2:19][CH2:20][CH:21]=O)[CH:9]=2)=[CH:4][CH:3]=1.[C:23]1([N:29]2[CH2:34][CH2:33][NH:32][CH2:31][CH2:30]2)[CH:28]=[CH:27][CH:26]=[CH:25][CH:24]=1.CCN(C(C)C)C(C)C.[BH-](OC(C)=O)(OC(C)=O)OC(C)=O.[Na+]. (2) The reactants are: [Cl:1][C:2]1[CH:7]=[CH:6][C:5]([C:8]2[CH:9]=[C:10]([C:20](O)=[O:21])[CH:11]=[N:12][C:13]=2[O:14][CH2:15][C:16]([F:19])([F:18])[F:17])=[CH:4][CH:3]=1.[CH3:23][C:24]([O:27][C:28]([N:30]1[CH2:35][CH2:34][N:33]([NH2:36])[CH2:32][CH2:31]1)=[O:29])([CH3:26])[CH3:25]. Given the product [C:24]([O:27][C:28]([N:30]1[CH2:31][CH2:32][N:33]([NH:36][C:20]([C:10]2[CH:11]=[N:12][C:13]([O:14][CH2:15][C:16]([F:19])([F:18])[F:17])=[C:8]([C:5]3[CH:6]=[CH:7][C:2]([Cl:1])=[CH:3][CH:4]=3)[CH:9]=2)=[O:21])[CH2:34][CH2:35]1)=[O:29])([CH3:23])([CH3:25])[CH3:26], predict the reactants needed to synthesize it. (3) Given the product [F:26][C@H:27]1[C@@H:32]([O:33][CH3:34])[CH2:31][CH2:30][N:29]([C:35]2[N:40]=[C:39]([NH:41][C:2]3[N:7]=[CH:6][C:5]4[N:8]=[C:9]([C@H:17]([O:19][CH:20]5[CH2:25][CH2:24][CH2:23][CH2:22][O:21]5)[CH3:18])[N:10]([C@H:11]([CH3:16])[C:12]([F:15])([F:14])[F:13])[C:4]=4[CH:3]=3)[CH:38]=[CH:37][N:36]=2)[CH2:28]1, predict the reactants needed to synthesize it. The reactants are: Cl[C:2]1[N:7]=[CH:6][C:5]2[N:8]=[C:9]([C@H:17]([O:19][CH:20]3[CH2:25][CH2:24][CH2:23][CH2:22][O:21]3)[CH3:18])[N:10]([C@H:11]([CH3:16])[C:12]([F:15])([F:14])[F:13])[C:4]=2[CH:3]=1.[F:26][C@H:27]1[C@@H:32]([O:33][CH3:34])[CH2:31][CH2:30][N:29]([C:35]2[N:40]=[C:39]([NH2:41])[CH:38]=[CH:37][N:36]=2)[CH2:28]1.C1(P(C2CCCCC2)C2C=CC=CC=2C2C(C(C)C)=CC(C(C)C)=CC=2C(C)C)CCCCC1.C(=O)([O-])[O-].[Cs+].[Cs+]. (4) The reactants are: C(O)(=O)[C@@H]([C@H](C(O)=O)O)O.[Cl:11][C:12]1[CH:17]=[CH:16][C:15]([C@H:18]2[N:25]3C(SC(C(N4CCNC(=O)C4)=O)=C3C(C)C)=[N:20][C@:19]2([C:39]2[CH:44]=[CH:43][C:42]([Cl:45])=[CH:41][CH:40]=2)[CH3:38])=[CH:14][CH:13]=1. Given the product [Cl:11][C:12]1[CH:17]=[CH:16][C:15]([C@@H:18]([NH2:25])[C@:19]([C:39]2[CH:40]=[CH:41][C:42]([Cl:45])=[CH:43][CH:44]=2)([NH2:20])[CH3:38])=[CH:14][CH:13]=1, predict the reactants needed to synthesize it. (5) Given the product [CH2:1]([O:3][C:4]([C:6]1[CH:7]=[N:8][C:9]2[C:14]([C:15]=1[NH:22][CH:19]1[CH2:21][CH2:20]1)=[CH:13][CH:12]=[CH:11][C:10]=2[O:17][CH3:18])=[O:5])[CH3:2], predict the reactants needed to synthesize it. The reactants are: [CH2:1]([O:3][C:4]([C:6]1[CH:7]=[N:8][C:9]2[C:14]([C:15]=1Cl)=[CH:13][CH:12]=[CH:11][C:10]=2[O:17][CH3:18])=[O:5])[CH3:2].[CH:19]1([NH2:22])[CH2:21][CH2:20]1.